Dataset: Forward reaction prediction with 1.9M reactions from USPTO patents (1976-2016). Task: Predict the product of the given reaction. (1) Given the reactants [Cl:1][C:2]1[CH:7]=[C:6]([C:8]#[C:9][C:10]2[N:11]=[C:12]([CH3:23])[N:13]([C:15]3[CH:20]=[C:19]([F:21])[CH:18]=[C:17]([F:22])[CH:16]=3)[CH:14]=2)[CH:5]=[CH:4][N:3]=1.[CH:24]([N-]C(C)C)(C)C.[Li+].IC, predict the reaction product. The product is: [Cl:1][C:2]1[CH:7]=[C:6]([C:8]#[C:9][C:10]2[N:11]=[C:12]([CH3:23])[N:13]([C:15]3[CH:20]=[C:19]([F:21])[C:18]([CH3:24])=[C:17]([F:22])[CH:16]=3)[CH:14]=2)[CH:5]=[CH:4][N:3]=1. (2) Given the reactants Br[C:2]1[C:3]([CH3:15])=[C:4]([O:13][CH3:14])[C:5]2[O:9][CH:8]([CH3:10])[CH2:7][C:6]=2[C:11]=1[CH3:12].[CH3:16][O:17][C:18]1[CH:23]=[CH:22][C:21]([N:24]2[CH2:29][CH2:28][NH:27][CH2:26][CH2:25]2)=[CH:20][CH:19]=1, predict the reaction product. The product is: [CH3:16][O:17][C:18]1[CH:19]=[CH:20][C:21]([N:24]2[CH2:29][CH2:28][N:27]([C:2]3[C:3]([CH3:15])=[C:4]([O:13][CH3:14])[C:5]4[O:9][CH:8]([CH3:10])[CH2:7][C:6]=4[C:11]=3[CH3:12])[CH2:26][CH2:25]2)=[CH:22][CH:23]=1. (3) Given the reactants [NH2:1][CH2:2][C@H:3]1[N:8]([C:9]([C:11]2[N:12]=[C:13]([CH3:23])[S:14][C:15]=2[C:16]2[CH:17]=[C:18]([CH3:22])[CH:19]=[CH:20][CH:21]=2)=[O:10])[CH2:7][C@H:6]2[C@@H:4]1[CH2:5]2.[CH3:24][O:25][C:26]1[C:34]([O:35][CH3:36])=[CH:33][CH:32]=[CH:31][C:27]=1[C:28](O)=[O:29], predict the reaction product. The product is: [CH3:24][O:25][C:26]1[C:34]([O:35][CH3:36])=[CH:33][CH:32]=[CH:31][C:27]=1[C:28]([NH:1][CH2:2][C@H:3]1[N:8]([C:9]([C:11]2[N:12]=[C:13]([CH3:23])[S:14][C:15]=2[C:16]2[CH:17]=[C:18]([CH3:22])[CH:19]=[CH:20][CH:21]=2)=[O:10])[CH2:7][C@H:6]2[C@@H:4]1[CH2:5]2)=[O:29]. (4) The product is: [O:34]=[C:5]1[C:4](=[O:3])[C:12]2[C:7](=[CH:8][CH:9]=[C:10]([S:13][CH2:14][CH2:15][C:16]3[CH:26]=[CH:25][C:19]([C:20]([O:22][CH2:23][CH3:24])=[O:21])=[CH:18][CH:17]=3)[CH:11]=2)[N:6]1[CH2:27][C:28]1[CH:29]=[CH:30][CH:31]=[CH:32][CH:33]=1. Given the reactants Cl.C[O:3][C:4]1(OC)[C:12]2[C:7](=[CH:8][CH:9]=[C:10]([S:13][CH2:14][CH2:15][C:16]3[CH:26]=[CH:25][C:19]([C:20]([O:22][CH2:23][CH3:24])=[O:21])=[CH:18][CH:17]=3)[CH:11]=2)[N:6]([CH2:27][C:28]2[CH:33]=[CH:32][CH:31]=[CH:30][CH:29]=2)[C:5]1=[O:34], predict the reaction product. (5) Given the reactants Br[C:2]1[C:3]2[C:8]([C:9]([Br:16])=[C:10]3[C:15]=1[CH:14]=[CH:13][CH:12]=[CH:11]3)=[CH:7][CH:6]=[CH:5][CH:4]=2.C([Li])CCC.[C:22]1([Si:28](Cl)([C:35]2[CH:40]=[CH:39][CH:38]=[CH:37][CH:36]=2)[C:29]2[CH:34]=[CH:33][CH:32]=[CH:31][CH:30]=2)[CH:27]=[CH:26][CH:25]=[CH:24][CH:23]=1, predict the reaction product. The product is: [Br:16][C:9]1[C:10]2[C:15]([C:2]([Si:28]([C:29]3[CH:30]=[CH:31][CH:32]=[CH:33][CH:34]=3)([C:35]3[CH:40]=[CH:39][CH:38]=[CH:37][CH:36]=3)[C:22]3[CH:23]=[CH:24][CH:25]=[CH:26][CH:27]=3)=[C:3]3[C:8]=1[CH:7]=[CH:6][CH:5]=[CH:4]3)=[CH:14][CH:13]=[CH:12][CH:11]=2.